This data is from Reaction yield outcomes from USPTO patents with 853,638 reactions. The task is: Predict the reaction yield, written as a fraction of the theoretical maximum amount of product (1.0 means a 100% yield; for example, 0.34 means a 34% yield). (1) The reactants are [NH2:1][C:2](=[O:32])[C@H:3]([NH:8][C:9]1[CH:18]=[C:17]([C:19]#[N:20])[C:12]([C:13]([O:15]C)=O)=[C:11]([NH:21][C:22]2[CH:27]=[CH:26][CH:25]=[C:24]([S:28]([CH3:31])(=[O:30])=[O:29])[CH:23]=2)[N:10]=1)[CH2:4][CH:5]([CH3:7])[CH3:6]. The catalyst is CO.CC(O)=O.[OH-].[OH-].[Pd+2]. The product is [CH3:6][CH:5]([CH3:7])[CH2:4][C@@H:3]([NH:8][C:9]1[N:10]=[C:11]([NH:21][C:22]2[CH:27]=[CH:26][CH:25]=[C:24]([S:28]([CH3:31])(=[O:29])=[O:30])[CH:23]=2)[C:12]2[C:13](=[O:15])[NH:20][CH2:19][C:17]=2[CH:18]=1)[C:2]([NH2:1])=[O:32]. The yield is 0.270. (2) The reactants are [CH2:1]([NH2:8])[CH2:2][CH2:3][CH2:4][CH2:5][CH2:6][CH3:7].N1[CH:14]=[CH:13]C=CC=1.C(Cl)(=[O:17])C. The catalyst is C(Cl)Cl. The product is [CH2:3]([CH2:2][C:1]([NH2:8])=[O:17])[CH2:4][CH2:5][CH2:6][CH2:7][CH2:13][CH3:14]. The yield is 0.980. (3) The reactants are [CH3:1][NH:2][CH2:3][CH2:4][CH2:5][CH2:6][CH2:7][CH2:8][CH2:9][CH2:10][CH2:11][CH2:12][CH2:13][CH2:14][CH2:15][CH3:16].[CH2:17]([O:19][P:20]([CH2:25][CH2:26][CH2:27][Br:28])(=[O:24])[O:21][CH2:22][CH3:23])[CH3:18]. The catalyst is CCOCC. The product is [BrH:28].[CH2:17]([O:19][P:20]([CH2:25][CH2:26][CH2:27][N:2]([CH3:1])[CH2:3][CH2:4][CH2:5][CH2:6][CH2:7][CH2:8][CH2:9][CH2:10][CH2:11][CH2:12][CH2:13][CH2:14][CH2:15][CH3:16])(=[O:24])[O:21][CH2:22][CH3:23])[CH3:18]. The yield is 0.260. (4) The catalyst is CO.[Pd]. The reactants are C([O:8][C:9]1[CH:10]=[C:11]([CH:16]=[C:17]([O:19][CH:20]([CH3:24])[CH2:21][O:22][CH3:23])[CH:18]=1)[C:12]([O:14][CH3:15])=[O:13])C1C=CC=CC=1. The product is [OH:8][C:9]1[CH:10]=[C:11]([CH:16]=[C:17]([O:19][CH:20]([CH3:24])[CH2:21][O:22][CH3:23])[CH:18]=1)[C:12]([O:14][CH3:15])=[O:13]. The yield is 0.980. (5) The reactants are [CH3:1][C:2]1[NH:3][C:4]([CH3:22])=[C:5]2[C:10]=1[C:9]([CH2:11][C:12]1[CH:13]=[C:14]([CH:18]=[CH:19][CH:20]=1)[C:15]([OH:17])=O)=[N:8][NH:7][C:6]2=[O:21].[CH2:23]([O:25][CH:26]1[CH2:31][CH2:30][NH:29][CH2:28][CH2:27]1)[CH3:24].C(N(CC)CC)C. The catalyst is CN(C=O)C. The product is [CH2:23]([O:25][CH:26]1[CH2:31][CH2:30][N:29]([C:15]([C:14]2[CH:13]=[C:12]([CH:20]=[CH:19][CH:18]=2)[CH2:11][C:9]2[C:10]3[C:5](=[C:4]([CH3:22])[NH:3][C:2]=3[CH3:1])[C:6](=[O:21])[NH:7][N:8]=2)=[O:17])[CH2:28][CH2:27]1)[CH3:24]. The yield is 0.225. (6) The reactants are Br[C:2]1[CH:3]=[N:4][CH:5]=[CH:6][CH:7]=1.C(N(CC)CC)C.[CH3:15][C:16]([OH:20])([C:18]#[CH:19])[CH3:17].C(OCC)(=O)C. The catalyst is COCCOC.[Cu]I.Cl[Pd](Cl)([P](C1C=CC=CC=1)(C1C=CC=CC=1)C1C=CC=CC=1)[P](C1C=CC=CC=1)(C1C=CC=CC=1)C1C=CC=CC=1. The product is [CH3:15][C:16]([OH:20])([C:18]#[C:19][C:2]1[CH:3]=[N:4][CH:5]=[CH:6][CH:7]=1)[CH3:17]. The yield is 0.400.